From a dataset of Reaction yield outcomes from USPTO patents with 853,638 reactions. Predict the reaction yield, written as a fraction of the theoretical maximum amount of product (1.0 means a 100% yield; for example, 0.34 means a 34% yield). (1) The reactants are [C:1]([C:3]1([C:8](OC)=[O:9])[CH2:7][CH2:6][CH2:5][CH2:4]1)#[N:2].[BH4-].[Li+]. The catalyst is C1COCC1. The product is [OH:9][CH2:8][C:3]1([C:1]#[N:2])[CH2:7][CH2:6][CH2:5][CH2:4]1. The yield is 0.950. (2) The yield is 0.790. The product is [CH3:27][O:28][C:29]1[CH:30]=[C:31]2[C:36](=[CH:37][C:38]=1[O:39][CH3:40])[N:35]=[CH:34][N:33]=[C:32]2[S:41][C:42]1[CH:43]=[C:44]([NH:45][C:14]([NH:13][C:12]2[N:8]([C:5]3[CH:4]=[CH:3][C:2]([F:1])=[CH:7][CH:6]=3)[N:9]=[C:10]([C:23]([F:24])([F:25])[F:26])[CH:11]=2)=[O:22])[CH:46]=[CH:47][CH:48]=1. The reactants are [F:1][C:2]1[CH:7]=[CH:6][C:5]([N:8]2[C:12]([NH:13][C:14](=[O:22])OC3C=CC=CC=3)=[CH:11][C:10]([C:23]([F:26])([F:25])[F:24])=[N:9]2)=[CH:4][CH:3]=1.[CH3:27][O:28][C:29]1[CH:30]=[C:31]2[C:36](=[CH:37][C:38]=1[O:39][CH3:40])[N:35]=[CH:34][N:33]=[C:32]2[S:41][C:42]1[CH:43]=[C:44]([CH:46]=[CH:47][CH:48]=1)[NH2:45]. The catalyst is CN(C)C1C=CN=CC=1.C1COCC1. (3) The reactants are [Br:1][C:2]1[CH:7]=[CH:6][C:5](/[CH:8]=[CH:9]/[C:10]2[N:11]([CH2:23][C:24]3[CH:29]=[CH:28][C:27]([NH2:30])=[CH:26][CH:25]=3)[CH:12]=[C:13]([C:15]3[CH:20]=[CH:19][C:18]([Cl:21])=[CH:17][C:16]=3[Cl:22])[N:14]=2)=[CH:4][CH:3]=1.Br[CH2:32][C:33]([O:35][CH3:36])=[O:34]. No catalyst specified. The product is [CH3:36][O:35][C:33](=[O:34])[CH2:32][NH:30][C:27]1[CH:26]=[CH:25][C:24]([CH2:23][N:11]2[CH:12]=[C:13]([C:15]3[CH:20]=[CH:19][C:18]([Cl:21])=[CH:17][C:16]=3[Cl:22])[N:14]=[C:10]2[CH:9]=[CH:8][C:5]2[CH:4]=[CH:3][C:2]([Br:1])=[CH:7][CH:6]=2)=[CH:29][CH:28]=1. The yield is 0.850. (4) The reactants are [C:1]([O:5][C:6](=[O:19])[NH:7][C@H:8]([CH3:18])[C:9]([N:11]1[O:16][CH:15]2[CH2:17][CH:12]1[CH:13]=[CH:14]2)=[O:10])([CH3:4])([CH3:3])[CH3:2].C[N+]1([O-])CC[O:24]CC1.[OH2:28]. The catalyst is [Os](=O)(=O)(=O)=O. The product is [OH:28][CH:14]1[CH:13]([OH:24])[CH:12]2[CH2:17][CH:15]1[O:16][N:11]2[C:9](=[O:10])[C@H:8]([NH:7][C:6](=[O:19])[O:5][C:1]([CH3:4])([CH3:2])[CH3:3])[CH3:18]. The yield is 0.980. (5) The catalyst is C1COCC1.CO.Cl[Ni]Cl. The yield is 0.720. The reactants are [F:1][C:2]1[CH:36]=[C:35]([N+:37]([O-])=O)[CH:34]=[CH:33][C:3]=1[O:4][C:5]1[CH:10]=[CH:9][N:8]=[C:7]2[CH:11]=[C:12]([C:14]3[CH:15]=[C:16]([CH:30]=[CH:31][CH:32]=3)[CH2:17][N:18]([CH2:26][CH2:27][O:28][CH3:29])[C:19](=[O:25])[O:20][C:21]([CH3:24])([CH3:23])[CH3:22])[S:13][C:6]=12.[BH4-].[Na+].Cl. The product is [NH2:37][C:35]1[CH:34]=[CH:33][C:3]([O:4][C:5]2[CH:10]=[CH:9][N:8]=[C:7]3[CH:11]=[C:12]([C:14]4[CH:15]=[C:16]([CH:30]=[CH:31][CH:32]=4)[CH2:17][N:18]([CH2:26][CH2:27][O:28][CH3:29])[C:19](=[O:25])[O:20][C:21]([CH3:24])([CH3:23])[CH3:22])[S:13][C:6]=23)=[C:2]([F:1])[CH:36]=1. (6) The product is [OH:35][CH2:34][CH2:33][CH2:32][NH:31][C:5]([NH:6][C:7]1[C:8]([CH3:27])=[C:9]([CH3:26])[C:10]2[O:14][CH2:13][CH:12]([C:15]3[CH:16]=[CH:17][C:18]([CH:21]([CH3:22])[CH3:23])=[CH:19][CH:20]=3)[C:11]=2[C:24]=1[CH3:25])=[O:28]. The reactants are ClC(Cl)(Cl)CO[C:5](=[O:28])[NH:6][C:7]1[C:8]([CH3:27])=[C:9]([CH3:26])[C:10]2[O:14][CH2:13][CH:12]([C:15]3[CH:20]=[CH:19][C:18]([CH:21]([CH3:23])[CH3:22])=[CH:17][CH:16]=3)[C:11]=2[C:24]=1[CH3:25].[NH2:31][CH2:32][CH2:33][CH2:34][OH:35]. The yield is 0.330. The catalyst is CCCCCC.C(OCC)(=O)C. (7) The reactants are [C:1]([C:3]([C:6]1[CH:7]=[C:8]([CH:12]=[CH:13][CH:14]=1)[C:9]([OH:11])=O)([CH3:5])[CH3:4])#[N:2].C(Cl)(=O)C(Cl)=O.[NH2:21][C:22]1[CH:23]=[C:24]([CH:41]=[CH:42][C:43]=1[CH3:44])[O:25][C:26]1[CH:27]=[CH:28][C:29]2[N:30]([CH:32]=[C:33]([NH:35][C:36]([CH:38]3[CH2:40][CH2:39]3)=[O:37])[N:34]=2)[N:31]=1.C(OC(C)C)(C)C. The catalyst is O1CCCC1.CN(C)C=O.Cl.C(OCC)(=O)C. The product is [C:1]([C:3]([C:6]1[CH:7]=[C:8]([CH:12]=[CH:13][CH:14]=1)[C:9]([NH:21][C:22]1[CH:23]=[C:24]([O:25][C:26]2[CH:27]=[CH:28][C:29]3[N:30]([CH:32]=[C:33]([NH:35][C:36]([CH:38]4[CH2:39][CH2:40]4)=[O:37])[N:34]=3)[N:31]=2)[CH:41]=[CH:42][C:43]=1[CH3:44])=[O:11])([CH3:4])[CH3:5])#[N:2]. The yield is 0.180. (8) The reactants are Br[C:2]1[CH:3]=[CH:4][C:5]2[C:11]3[S:12][C:13]([C:15]([N:17]([C:19]4[CH:24]=[C:23]([C:25]([N:27]5[CH2:30][CH:29]([OH:31])[CH2:28]5)=[O:26])[CH:22]=[CH:21][C:20]=4[Cl:32])[CH3:18])=[O:16])=[CH:14][C:10]=3[CH2:9][CH2:8][O:7][C:6]=2[CH:33]=1.CC1(C)C2C(=C(P(C3C=CC=CC=3)C3C=CC=CC=3)C=CC=2)[O:55][C:37]2C(P(C3C=CC=CC=3)C3C=CC=CC=3)=CC=CC1=2.[CH3:76][S:77]([CH2:80][CH2:81][NH2:82])(=[O:79])=[O:78].Cl.C([O-])([O-])=O.[Na+].[Na+]. The catalyst is C1(C)C=CC=CC=1.CN(C=O)C.CC([O-])=O.CC([O-])=O.[Pd+2]. The product is [Cl:32][C:20]1[CH:21]=[CH:22][C:23]([C:25]([N:27]2[CH2:30][CH:29]([OH:31])[CH2:28]2)=[O:26])=[CH:24][C:19]=1[N:17]([CH3:18])[C:15]([C:13]1[S:12][C:11]2[C:5]3[CH:4]=[CH:3][C:2]([C:37]([NH:82][CH2:81][CH2:80][S:77]([CH3:76])(=[O:79])=[O:78])=[O:55])=[CH:33][C:6]=3[O:7][CH2:8][CH2:9][C:10]=2[CH:14]=1)=[O:16]. The yield is 0.460.